From a dataset of Full USPTO retrosynthesis dataset with 1.9M reactions from patents (1976-2016). Predict the reactants needed to synthesize the given product. Given the product [CH2:13]([C:6]1[C:5]([CH2:1][CH:2]([CH3:4])[CH3:3])=[CH:9][S:8][C:7]=1[C:10]([OH:12])=[O:11])[CH3:15], predict the reactants needed to synthesize it. The reactants are: [CH2:1]([C:5]1[C:6]([CH3:13])=[C:7]([C:10]([OH:12])=[O:11])[S:8][CH:9]=1)[CH:2]([CH3:4])[CH3:3].[Li][CH2:15]CCC.IC.